Dataset: Catalyst prediction with 721,799 reactions and 888 catalyst types from USPTO. Task: Predict which catalyst facilitates the given reaction. (1) Reactant: [CH2:1]([O:8][P:9]([O:19][C:20]1[CH:28]=[C:27]2[C:23]([C@H:24]([CH2:38][Cl:39])[CH2:25][N:26]2[C:29](=[O:37])[CH2:30][CH2:31][CH2:32][C:33]([O:35]C)=[O:34])=[C:22]2[C:40]([CH3:43])=[CH:41][S:42][C:21]=12)([O:11][CH2:12][C:13]1[CH:18]=[CH:17][CH:16]=[CH:15][CH:14]=1)=[O:10])[C:2]1[CH:7]=[CH:6][CH:5]=[CH:4][CH:3]=1.[Li+].[OH-].O.Cl. Product: [CH2:1]([O:8][P:9]([O:19][C:20]1[CH:28]=[C:27]2[C:23]([C@H:24]([CH2:38][Cl:39])[CH2:25][N:26]2[C:29](=[O:37])[CH2:30][CH2:31][CH2:32][C:33]([OH:35])=[O:34])=[C:22]2[C:40]([CH3:43])=[CH:41][S:42][C:21]=12)([O:11][CH2:12][C:13]1[CH:14]=[CH:15][CH:16]=[CH:17][CH:18]=1)=[O:10])[C:2]1[CH:7]=[CH:6][CH:5]=[CH:4][CH:3]=1. The catalyst class is: 569. (2) Reactant: Br[C:2]1[N:7]2[N:8]=[C:9]([NH:11][C:12](=[O:21])[C:13]3[CH:18]=[CH:17][CH:16]=[C:15]([O:19][CH3:20])[CH:14]=3)[N:10]=[C:6]2[CH:5]=[CH:4][CH:3]=1.C([N:25]([CH:28]([CH3:30])[CH3:29])CC)(C)C. Product: [OH:19][CH:15]1[CH2:16][CH2:29][CH:28]([NH:25][C:2]2[N:7]3[N:8]=[C:9]([NH:11][C:12](=[O:21])[C:13]4[CH:18]=[CH:17][CH:16]=[C:15]([O:19][CH3:20])[CH:14]=4)[N:10]=[C:6]3[CH:5]=[CH:4][CH:3]=2)[CH2:30][CH2:14]1. The catalyst class is: 51. (3) Reactant: [Cl:1][C:2]1[CH:7]=[C:6](Cl)[N:5]=[C:4]2[NH:9][CH:10]=[CH:11][C:3]=12.C(Cl)Cl.[F-].[Cs+].O1CCO[CH2:19][CH2:18]1.O. Product: [Cl:1][C:2]1[CH:7]=[C:6]([CH:18]=[CH2:19])[N:5]=[C:4]2[NH:9][CH:10]=[CH:11][C:3]=12. The catalyst class is: 140. (4) Product: [C:1]([O:5][C:6](=[O:7])[NH:8][C@@H:9]1[CH2:11][C@H:10]1[C:12]1[S:16][CH:15]=[C:14]([C:17](=[O:19])[NH:28][CH:25]2[CH2:26][CH2:27][C:22]([F:29])([F:21])[CH2:23][CH2:24]2)[CH:13]=1)([CH3:2])([CH3:3])[CH3:4]. The catalyst class is: 18. Reactant: [C:1]([O:5][C:6]([NH:8][C@@H:9]1[CH2:11][C@H:10]1[C:12]1[S:16][CH:15]=[C:14]([C:17]([OH:19])=O)[CH:13]=1)=[O:7])([CH3:4])([CH3:3])[CH3:2].Cl.[F:21][C:22]1([F:29])[CH2:27][CH2:26][CH:25]([NH2:28])[CH2:24][CH2:23]1.C(N(CC)CC)C.F[P-](F)(F)(F)(F)F.N1(OC(N(C)C)=[N+](C)C)C2N=CC=CC=2N=N1. (5) Reactant: [Cl:1][C:2]1[CH:10]=[C:9]2[C:5](/[C:6](=[CH:12]/[C:13]3[CH:18]=[C:17]([Cl:19])[CH:16]=[CH:15][C:14]=3[O:20][CH2:21][CH:22]3[CH2:27][CH2:26][O:25][CH2:24][CH2:23]3)/[C:7](=[O:11])[NH:8]2)=[CH:4][CH:3]=1.[C:28]([O:32][C:33](O[C:33]([O:32][C:28]([CH3:31])([CH3:30])[CH3:29])=O)=O)([CH3:31])([CH3:30])[CH3:29].Cl[CH2:44]Cl. Product: [C:28]([O:32][C:33]([N:8]1[C:9]2[C:5](=[CH:4][CH:3]=[C:2]([Cl:1])[CH:10]=2)/[C:6](=[CH:12]/[C:13]2[CH:18]=[C:17]([Cl:19])[CH:16]=[CH:15][C:14]=2[O:20][CH2:21][CH:22]2[CH2:27][CH2:26][O:25][CH2:24][CH2:23]2)/[C:7]1=[O:11])=[CH2:44])([CH3:29])([CH3:30])[CH3:31]. The catalyst class is: 277.